From a dataset of Full USPTO retrosynthesis dataset with 1.9M reactions from patents (1976-2016). Predict the reactants needed to synthesize the given product. (1) Given the product [F:38][C:22]1([C:21]#[C:20][C:18]2[CH:19]=[C:14]([C@@H:9]3[C@@H:8]([C:4]4[CH:5]=[CH:6][CH:7]=[C:2]([F:1])[CH:3]=4)[O:12][C:11](=[O:13])[NH:10]3)[CH:15]=[N:16][CH:17]=2)[CH2:27][CH2:26][CH2:25][CH2:24][CH2:23]1, predict the reactants needed to synthesize it. The reactants are: [F:1][C:2]1[CH:3]=[C:4]([C@H:8]2[O:12][C:11](=[O:13])[NH:10][C@@H:9]2[C:14]2[CH:15]=[N:16][CH:17]=[C:18]([C:20]#[C:21][C:22]3(O)[CH2:27][CH2:26][CH2:25][CH2:24][CH2:23]3)[CH:19]=2)[CH:5]=[CH:6][CH:7]=1.ClCCl.CCN(S(F)(F)[F:38])CC. (2) Given the product [Cl:23][C:24]1[CH:25]=[C:26]([CH:27]=[CH:28][C:29]=1[F:30])[O:31][C:2]1[N:7]=[CH:6][N:5]=[C:4]([NH:8][C:9]2[CH:14]=[CH:13][CH:12]=[C:11]([NH2:15])[CH:10]=2)[CH:3]=1, predict the reactants needed to synthesize it. The reactants are: Cl[C:2]1[N:7]=[CH:6][N:5]=[C:4]([NH:8][C:9]2[CH:10]=[C:11]([NH:15]C(=O)OC(C)(C)C)[CH:12]=[CH:13][CH:14]=2)[CH:3]=1.[Cl:23][C:24]1[CH:25]=[C:26]([OH:31])[CH:27]=[CH:28][C:29]=1[F:30].C(=O)([O-])[O-].[K+].[K+]. (3) Given the product [CH3:37][O:38][C:39](=[O:46])[CH2:40][CH2:41][CH2:42][CH2:43][CH2:44][N:11]([S:8]([C:5]1[CH:6]=[CH:7][C:2]([Cl:1])=[CH:3][CH:4]=1)(=[O:10])=[O:9])[C:12]1[CH:34]=[CH:33][C:15]2[N:16]([C:25]3[CH:30]=[CH:29][C:28]([O:31][CH3:32])=[CH:27][CH:26]=3)[CH:17]([C:19]3[CH:24]=[CH:23][CH:22]=[CH:21][CH:20]=3)[NH:18][C:14]=2[CH:13]=1, predict the reactants needed to synthesize it. The reactants are: [Cl:1][C:2]1[CH:7]=[CH:6][C:5]([S:8]([NH:11][C:12]2[CH:34]=[CH:33][C:15]3[N:16]([C:25]4[CH:30]=[CH:29][C:28]([O:31][CH3:32])=[CH:27][CH:26]=4)[C:17]([C:19]4[CH:24]=[CH:23][CH:22]=[CH:21][CH:20]=4)=[N:18][C:14]=3[CH:13]=2)(=[O:10])=[O:9])=[CH:4][CH:3]=1.[H-].[Na+].[CH3:37][O:38][C:39](=[O:46])[CH2:40][CH2:41][CH2:42][CH2:43][CH2:44]Br.O. (4) Given the product [NH:13]1[C:17]2[CH:18]=[CH:19][CH:20]=[CH:21][C:16]=2[N:15]=[C:25]1[CH2:26][N:57]([CH:58]1[C:67]2[N:66]=[CH:65][CH:64]=[CH:63][C:62]=2[CH2:61][CH2:60][CH2:59]1)[CH2:56][CH2:55][CH2:54][NH:53][C:7](=[O:9])[C:6]1[CH:10]=[C:2]([Br:1])[CH:3]=[N:4][CH:5]=1, predict the reactants needed to synthesize it. The reactants are: [Br:1][C:2]1[CH:3]=[N:4][CH:5]=[C:6]([CH:10]=1)[C:7]([OH:9])=O.O.O[N:13]1[C:17]2[CH:18]=[CH:19][CH:20]=[CH:21][C:16]=2[N:15]=N1.Cl.CN(C)[CH2:25][CH2:26]CN=C=NCC.C(N(CC)C(C)C)(C)C.N1C2C=CC=CC=2N=C1C[NH:53][CH2:54][CH2:55][CH2:56][NH:57][CH:58]1[C:67]2[N:66]=[CH:65][CH:64]=[CH:63][C:62]=2[CH2:61][CH2:60][CH2:59]1. (5) Given the product [O:1]=[P:2]1([NH:30][C:28]([N:26]([CH2:25][C:23]([OH:24])=[O:22])[CH3:27])=[NH:29])[O:39][CH2:31][C:32]2[CH:38]=[CH:37][CH:36]=[CH:35][C:33]=2[O:34]1, predict the reactants needed to synthesize it. The reactants are: [O:1]=[P:2](Cl)(Cl)Cl.C(N(C(C)C)CC)(C)C.C([O:22][C:23]([CH2:25][N:26]([C:28](=[NH:30])[NH2:29])[CH3:27])=[O:24])C1C=CC=CC=1.[CH2:31]([OH:39])[C:32]1[C:33](=[CH:35][CH:36]=[CH:37][CH:38]=1)[OH:34].